This data is from Forward reaction prediction with 1.9M reactions from USPTO patents (1976-2016). The task is: Predict the product of the given reaction. (1) Given the reactants [C:1](Cl)(Cl)=[O:2].C1(C)C=CC=CC=1.[NH2:12][C:13]1[CH:23]=[C:22]([F:24])[C:21]([F:25])=[CH:20][C:14]=1[C:15]([NH:17][O:18][CH3:19])=[O:16].O, predict the reaction product. The product is: [F:25][C:21]1[CH:20]=[C:14]2[C:13](=[CH:23][C:22]=1[F:24])[NH:12][C:1](=[O:2])[N:17]([O:18][CH3:19])[C:15]2=[O:16]. (2) Given the reactants [ClH:1].[CH2:2]([C:7]1[N:8]=[C:9]([NH2:12])[NH:10][CH:11]=1)[CH2:3][CH2:4][C:5]#[CH:6].[N:13]([CH2:16][CH:17]=[CH:18][C:19]1[CH:24]=[CH:23][CH:22]=[CH:21][CH:20]=1)=[N+:14]=[N-:15], predict the reaction product. The product is: [ClH:1].[C:19]1([CH:18]=[CH:17][CH2:16][N:13]2[CH:6]=[C:5]([CH2:4][CH2:3][CH2:2][C:7]3[N:8]=[C:9]([NH2:12])[NH:10][CH:11]=3)[N:15]=[N:14]2)[CH:24]=[CH:23][CH:22]=[CH:21][CH:20]=1. (3) Given the reactants [CH:1]1([CH2:4][O:5][C:6]2[CH:11]=[CH:10][C:9]([C:12]3[O:13][C:14]4[C:20]([F:21])=[C:19]([OH:22])[CH:18]=[CH:17][C:15]=4[N:16]=3)=[CH:8][C:7]=2[F:23])[CH2:3][CH2:2]1.O[CH2:25][C@@H:26]([NH:28][C:29](=[O:35])OC(C)(C)C)[CH3:27].[C:36]1(P(C2C=CC=CC=2)C2C=CC=CC=2)C=CC=CC=1.C1(C)C=CC=CC=1.N(C(OC(C)C)=O)=NC(OC(C)C)=O.Cl.C(OCC)(=O)C, predict the reaction product. The product is: [CH:1]1([CH2:4][O:5][C:6]2[CH:11]=[CH:10][C:9]([C:12]3[O:13][C:14]4[C:20]([F:21])=[C:19]([O:22][CH2:25][C@@H:26]([NH:28][C:29](=[O:35])[CH3:36])[CH3:27])[CH:18]=[CH:17][C:15]=4[N:16]=3)=[CH:8][C:7]=2[F:23])[CH2:2][CH2:3]1.